The task is: Predict which catalyst facilitates the given reaction.. This data is from Catalyst prediction with 721,799 reactions and 888 catalyst types from USPTO. (1) Reactant: [C:1]([O:5][C:6]([NH:8][C@H:9]([CH:13]1[CH2:15][CH2:14]1)[C:10]([OH:12])=O)=[O:7])([CH3:4])([CH3:3])[CH3:2].F[B-](F)(F)F.N1(OC(N(C)C)=[N+](C)C)C2C=CC=CC=2N=N1.Cl.[C:39]([CH:41]1[CH2:44][NH:43][CH2:42]1)#[N:40].C(N(CC)C(C)C)(C)C.Cl. Product: [C:1]([O:5][C:6](=[O:7])[NH:8][C@H:9]([CH:13]1[CH2:15][CH2:14]1)[C:10]([N:43]1[CH2:44][CH:41]([C:39]#[N:40])[CH2:42]1)=[O:12])([CH3:2])([CH3:3])[CH3:4]. The catalyst class is: 46. (2) Reactant: [CH2:1]([CH:9]1[C:21]2[CH:20]=[CH:19][CH:18]=[CH:17][C:16]=2[C:15]2[C:10]1=[CH:11][CH:12]=[CH:13][CH:14]=2)[CH2:2][CH2:3][CH2:4][CH2:5][CH2:6][CH2:7][CH3:8].C([Li])CCC.CCCCCC.[Br:33][CH2:34][CH2:35][CH2:36]Br. Product: [Br:33][CH2:34][CH2:35][CH2:36][C:9]1([CH2:1][CH2:2][CH2:3][CH2:4][CH2:5][CH2:6][CH2:7][CH3:8])[C:21]2[CH:20]=[CH:19][CH:18]=[CH:17][C:16]=2[C:15]2[C:10]1=[CH:11][CH:12]=[CH:13][CH:14]=2. The catalyst class is: 20. (3) Reactant: [Br:1][C:2]1[CH:8]=[CH:7][C:6]([F:9])=[CH:5][C:3]=1[NH2:4].N([O-])=O.[Na+].[N-:14]=[N+:15]=[N-].[Na+].CC([O-])=O.[Na+]. Product: [N:4]([C:3]1[CH:5]=[C:6]([F:9])[CH:7]=[CH:8][C:2]=1[Br:1])=[N+:14]=[N-:15]. The catalyst class is: 126. (4) Reactant: [F:1][C:2]1[CH:7]=[CH:6][CH:5]=[C:4]([N+:8]([O-])=O)[C:3]=1[O:11][CH2:12][C:13]([O:15]C)=O. Product: [F:1][C:2]1[C:3]2[O:11][CH2:12][C:13](=[O:15])[NH:8][C:4]=2[CH:5]=[CH:6][CH:7]=1. The catalyst class is: 180. (5) Reactant: [F:1][C:2]1[CH:7]=[CH:6][C:5]([NH:8][C:9]([N:11]2[C:19]3[C:14](=[CH:15][C:16]([O:20][C:21]4[CH:26]=[C:25]([CH2:27][NH:28][C:29](=[O:34])[CH2:30][CH2:31][CH2:32]Br)[N:24]=[CH:23][N:22]=4)=[CH:17][CH:18]=3)[CH:13]=[CH:12]2)=[O:10])=[CH:4][C:3]=1[C:35]([F:38])([F:37])[F:36].[H-].[Na+]. Product: [F:1][C:2]1[CH:7]=[CH:6][C:5]([NH:8][C:9]([N:11]2[C:19]3[C:14](=[CH:15][C:16]([O:20][C:21]4[CH:26]=[C:25]([CH2:27][N:28]5[CH2:32][CH2:31][CH2:30][C:29]5=[O:34])[N:24]=[CH:23][N:22]=4)=[CH:17][CH:18]=3)[CH:13]=[CH:12]2)=[O:10])=[CH:4][C:3]=1[C:35]([F:38])([F:37])[F:36]. The catalyst class is: 1. (6) Reactant: BrC1C(NC2C=C(OC(C)C)NN=2)=NC(N[C@H:9]([C:11]2[N:16]=[CH:15][C:14]([F:17])=[CH:13][N:12]=2)[CH3:10])=NC=1.C1C[O:31]CC1.C[Mg+].[Br-]. Product: [F:17][C:14]1[CH:13]=[N:12][C:11]([C:9](=[O:31])[CH3:10])=[N:16][CH:15]=1. The catalyst class is: 28. (7) Reactant: [F:1][C:2]1[CH:24]=[CH:23][C:22]([F:25])=[CH:21][C:3]=1[CH2:4][C@H:5]1[CH2:10][C@@H:9]([C:11]2[O:15][NH:14][C:13](=[O:16])[CH:12]=2)[CH2:8][CH2:7][N:6]1[C:17]([O:19][CH3:20])=[O:18].CCCCCCC.CCO. Product: [F:1][C:2]1[CH:24]=[CH:23][C:22]([F:25])=[CH:21][C:3]=1[CH2:4][C@H:5]1[CH2:10][C@@H:9]([C:11]2[O:15][NH:14][C:13](=[O:16])[CH:12]=2)[CH2:8][CH2:7][N:6]1[C:17]([O:19][CH3:20])=[O:18].[F:1][C:2]1[CH:24]=[CH:23][C:22]([F:25])=[CH:21][C:3]=1[CH2:4][C@@H:5]1[CH2:10][C@H:9]([C:11]2[O:15][NH:14][C:13](=[O:16])[CH:12]=2)[CH2:8][CH2:7][N:6]1[C:17]([O:19][CH3:20])=[O:18]. The catalyst class is: 10. (8) Reactant: [F:1][CH:2]([F:11])[C:3](=[O:10])[CH2:4][C:5]([O:7][CH2:8][CH3:9])=[O:6].[BH4-].[Na+]. Product: [F:1][CH:2]([F:11])[CH:3]([OH:10])[CH2:4][C:5]([O:7][CH2:8][CH3:9])=[O:6]. The catalyst class is: 11. (9) Reactant: [F:1][C:2]([F:12])([C:5]([F:11])([F:10])[C:6]([F:9])([F:8])[F:7])[CH2:3][OH:4].[H-].[Na+].F[C:16]1[CH:21]=[CH:20][C:19]([N+:22]([O-:24])=[O:23])=[CH:18][CH:17]=1. Product: [F:1][C:2]([F:12])([C:5]([F:10])([F:11])[C:6]([F:7])([F:8])[F:9])[CH2:3][O:4][C:16]1[CH:21]=[CH:20][C:19]([N+:22]([O-:24])=[O:23])=[CH:18][CH:17]=1. The catalyst class is: 3. (10) Reactant: [NH2:1][CH2:2][CH2:3][CH:4]1[CH2:8][CH2:7][CH2:6][N:5]1[CH3:9].C1(C)C=CC=CC=1.C([O:19][C:20](=O)[CH2:21][CH2:22][CH2:23][CH2:24][CH2:25][CH2:26][CH2:27]/[CH:28]=[CH:29]\[CH2:30]/[CH:31]=[CH:32]\[CH2:33][CH2:34][CH2:35][CH2:36][CH3:37])C.[OH-].[Na+]. Product: [CH3:9][N:5]1[CH2:6][CH2:7][CH2:8][CH:4]1[CH2:3][CH2:2][NH:1][C:20](=[O:19])[CH2:21][CH2:22][CH2:23][CH2:24][CH2:25][CH2:26][CH2:27]/[CH:28]=[CH:29]\[CH2:30]/[CH:31]=[CH:32]\[CH2:33][CH2:34][CH2:35][CH2:36][CH3:37]. The catalyst class is: 84.